Dataset: Catalyst prediction with 721,799 reactions and 888 catalyst types from USPTO. Task: Predict which catalyst facilitates the given reaction. (1) Reactant: [F:1][C:2]([Si](C)(C)C)([F:4])[F:3].[Cl:9][C:10]1[CH:15]=[C:14]([O:16][CH3:17])[CH:13]=[CH:12][C:11]=1[CH:18]([CH3:28])[C:19]([C:21]1[CH:26]=[CH:25][N:24]=[C:23]([CH3:27])[CH:22]=1)=[O:20].O.O.O.[F-].C([N+](CCCC)(CCCC)CCCC)CCC.C([O-])([O-])=O.[Na+].[Na+]. Product: [Cl:9][C:10]1[CH:15]=[C:14]([O:16][CH3:17])[CH:13]=[CH:12][C:11]=1[CH:18]([CH3:28])[C:19]([C:21]1[CH:26]=[CH:25][N:24]=[C:23]([CH3:27])[CH:22]=1)([OH:20])[C:2]([F:4])([F:3])[F:1]. The catalyst class is: 1. (2) Reactant: [CH:1]1([C:4]2[N:5]=[N:6][S:7][C:8]=2[C:9]([NH:11][C:12]2[CH:20]=[CH:19][CH:18]=[CH:17][C:13]=2[C:14]([OH:16])=[O:15])=O)[CH2:3][CH2:2]1.C(N(CC)CC)C.[I-].ClC1C=CC=C[N+]=1C. Product: [CH:1]1([C:4]2[N:5]=[N:6][S:7][C:8]=2[C:9]2[O:15][C:14](=[O:16])[C:13]3[CH:17]=[CH:18][CH:19]=[CH:20][C:12]=3[N:11]=2)[CH2:3][CH2:2]1. The catalyst class is: 1. (3) Reactant: C([O:3][C:4](=[O:25])[CH2:5][NH:6][C:7]([C:9]1[N:10]=[C:11]([NH:14][C:15]([NH:17][CH2:18][C:19]2[CH:24]=[CH:23][CH:22]=[CH:21][CH:20]=2)=[O:16])[S:12][CH:13]=1)=[O:8])C.CO.[OH-].[Na+].Cl. Product: [CH2:18]([NH:17][C:15](=[O:16])[NH:14][C:11]1[S:12][CH:13]=[C:9]([C:7]([NH:6][CH2:5][C:4]([OH:25])=[O:3])=[O:8])[N:10]=1)[C:19]1[CH:24]=[CH:23][CH:22]=[CH:21][CH:20]=1. The catalyst class is: 1. (4) Reactant: [F:1][C:2]1[CH:20]=[CH:19][CH:18]=[CH:17][C:3]=1[O:4][CH:5]([C:7]1[CH:16]=[CH:15][C:10]([C:11]([O:13]C)=[O:12])=[CH:9][CH:8]=1)[CH3:6].O.[OH-].[Li+].O1CCCC1.Cl. Product: [F:1][C:2]1[CH:20]=[CH:19][CH:18]=[CH:17][C:3]=1[O:4][CH:5]([C:7]1[CH:16]=[CH:15][C:10]([C:11]([OH:13])=[O:12])=[CH:9][CH:8]=1)[CH3:6]. The catalyst class is: 72. (5) Reactant: [CH3:1][C:2]1[N:28]([CH3:29])[C:5]2[CH2:6][CH:7]([C:23]([O:25][CH2:26][CH3:27])=[O:24])[C:8]3[C:9](=[O:22])[CH2:10][C:11]4([NH:20][C:21]=3[C:4]=2[N:3]=1)[CH2:19][C:18]1[C:13](=[CH:14][CH:15]=[CH:16][CH:17]=1)[CH2:12]4.ClC1C(=O)C(C#N)=C(C#N)C(=O)C=1Cl.[OH-].[Na+]. Product: [CH3:1][C:2]1[N:28]([CH3:29])[C:5]2[CH:6]=[C:7]([C:23]([O:25][CH2:26][CH3:27])=[O:24])[C:8]3[C:9](=[O:22])[CH2:10][C:11]4([NH:20][C:21]=3[C:4]=2[N:3]=1)[CH2:19][C:18]1[C:13](=[CH:14][CH:15]=[CH:16][CH:17]=1)[CH2:12]4. The catalyst class is: 217. (6) Reactant: [Cl:1][C:2]1[C:11]([O:12][CH3:13])=[CH:10][C:5]([C:6]([O:8]C)=[O:7])=[CH:4][C:3]=1[CH2:14][O:15][C:16]1[CH:17]=[N:18][C:19]([NH:22][C:23]2[CH:28]=[CH:27][C:26]([N:29]3[CH2:34][C@@H:33]([CH3:35])[NH:32][C@@H:31]([CH3:36])[CH2:30]3)=[CH:25][CH:24]=2)=[N:20][CH:21]=1.[OH-].[Na+].Cl. Product: [Cl:1][C:2]1[C:11]([O:12][CH3:13])=[CH:10][C:5]([C:6]([OH:8])=[O:7])=[CH:4][C:3]=1[CH2:14][O:15][C:16]1[CH:17]=[N:18][C:19]([NH:22][C:23]2[CH:24]=[CH:25][C:26]([N:29]3[CH2:34][C@@H:33]([CH3:35])[NH:32][C@@H:31]([CH3:36])[CH2:30]3)=[CH:27][CH:28]=2)=[N:20][CH:21]=1. The catalyst class is: 5.